From a dataset of Full USPTO retrosynthesis dataset with 1.9M reactions from patents (1976-2016). Predict the reactants needed to synthesize the given product. Given the product [OH:1][C:2]1[CH:3]=[CH:4][C:5]([NH:8][C:9](=[O:30])/[C:10](/[C:20]2[CH:21]=[CH:22][C:23]([OH:26])=[CH:24][CH:25]=2)=[C:11](/[C:14]2[CH:19]=[CH:18][CH:17]=[CH:16][CH:15]=2)\[CH2:12][CH3:13])=[CH:6][CH:7]=1, predict the reactants needed to synthesize it. The reactants are: [OH:1][C:2]1[CH:7]=[CH:6][C:5]([NH:8][C:9](=[O:30])/[C:10](/[C:20]2[CH:25]=[CH:24][C:23]([O:26]COC)=[CH:22][CH:21]=2)=[C:11](/[C:14]2[CH:19]=[CH:18][CH:17]=[CH:16][CH:15]=2)\[CH2:12][CH3:13])=[CH:4][CH:3]=1.Cl.O.